Dataset: Reaction yield outcomes from USPTO patents with 853,638 reactions. Task: Predict the reaction yield, written as a fraction of the theoretical maximum amount of product (1.0 means a 100% yield; for example, 0.34 means a 34% yield). (1) The reactants are [CH3:1][O:2][C:3]1[CH:4]=[C:5]2[C:10](=[CH:11][C:12]=1[O:13][CH3:14])[N:9]=[CH:8][CH:7]=[C:6]2[O:15][C:16]1[CH:21]=[CH:20][C:19]([NH:22][C:23]([C:25]2([C:36]([NH:38][C:39]3[CH:44]=[CH:43][C:42]([F:45])=[CH:41][CH:40]=3)=[O:37])[CH2:28][N:27](CC3C=CC=CC=3)[CH2:26]2)=[O:24])=[CH:18][CH:17]=1.C(O)(=O)C. The catalyst is CO.[Pd]. The product is [CH3:1][O:2][C:3]1[CH:4]=[C:5]2[C:10](=[CH:11][C:12]=1[O:13][CH3:14])[N:9]=[CH:8][CH:7]=[C:6]2[O:15][C:16]1[CH:17]=[CH:18][C:19]([NH:22][C:23]([C:25]2([C:36]([NH:38][C:39]3[CH:40]=[CH:41][C:42]([F:45])=[CH:43][CH:44]=3)=[O:37])[CH2:26][NH:27][CH2:28]2)=[O:24])=[CH:20][CH:21]=1. The yield is 0.320. (2) The reactants are [CH2:1]([CH:3]1[C:11]2[C:6](=[CH:7][CH:8]=[C:9]([N:12](C(OC(C)(C)C)=O)[NH:13]C(OC(C)(C)C)=O)[CH:10]=2)[CH2:5][CH2:4]1)[CH3:2].C(O[C:31](=[O:36])[CH2:32][C:33](=O)[CH3:34])C.Cl. The catalyst is C(O)C.O. The product is [CH2:1]([CH:3]1[C:11]2[C:6](=[CH:7][CH:8]=[C:9]([N:12]3[C:31](=[O:36])[CH2:32][C:33]([CH3:34])=[N:13]3)[CH:10]=2)[CH2:5][CH2:4]1)[CH3:2]. The yield is 0.398. (3) The reactants are Br[C:2]1[C:3]2[N:4]([C:8]([CH2:11][C:12]([CH3:17])([N+:14]([O-:16])=[O:15])[CH3:13])=[CH:9][N:10]=2)[CH:5]=[CH:6][CH:7]=1.[S:18]1[CH:22]=[CH:21][C:20](B(O)O)=[CH:19]1. No catalyst specified. The product is [CH3:13][C:12]([N+:14]([O-:16])=[O:15])([CH3:17])[CH2:11][C:8]1[N:4]2[CH:5]=[CH:6][CH:7]=[C:2]([C:20]3[CH:21]=[CH:22][S:18][CH:19]=3)[C:3]2=[N:10][CH:9]=1. The yield is 0.750. (4) The reactants are CN(C=[O:5])C.[C:6]([CH:13]([NH2:16])[CH2:14]Br)([O:8][C:9]([CH3:12])([CH3:11])[CH3:10])=[O:7].[CH:17]1[CH:18]=[CH:19][C:20]([NH:27][C:28]2[C:29]([Cl:35])=[CH:30][CH:31]=[CH:32][C:33]=2[Cl:34])=[C:21]([CH2:23][C:24]([O-:26])=[O:25])[CH:22]=1.[Na+]. The catalyst is C(OCC)(=O)C. The product is [C:6]([C:13]([NH2:16])([OH:5])[CH3:14])([O:8][C:9]([CH3:12])([CH3:11])[CH3:10])=[O:7].[CH:17]1[CH:18]=[CH:19][C:20]([NH:27][C:28]2[C:33]([Cl:34])=[CH:32][CH:31]=[CH:30][C:29]=2[Cl:35])=[C:21]([CH2:23][C:24]([OH:26])=[O:25])[CH:22]=1. The yield is 0.600. (5) The reactants are [CH3:1][S:2]([N:5]1[C:13]2[C:8](=[CH:9][C:10]([N+:14]([O-])=O)=[CH:11][CH:12]=2)[CH:7]=[N:6]1)(=[O:4])=[O:3].C([O-])=O.[NH4+]. The catalyst is C(O)C.[Pd]. The product is [CH3:1][S:2]([N:5]1[C:13]2[C:8](=[CH:9][C:10]([NH2:14])=[CH:11][CH:12]=2)[CH:7]=[N:6]1)(=[O:3])=[O:4]. The yield is 0.490. (6) The reactants are Cl.[F:2][C:3]1[CH:26]=[CH:25][C:6]([C:7]([NH:9][C:10]2[C:11]3[CH2:22][NH:21][C:20]([CH3:24])([CH3:23])[C:12]=3[N:13](C(OCC)=O)[N:14]=2)=[O:8])=[CH:5][CH:4]=1.C(N(CC)C(C)C)(C)C.CN(C(ON1N=NC2C=CC=CC1=2)=[N+](C)C)C.[B-](F)(F)(F)F.Cl.[CH3:59][N:60]1[CH2:65][CH2:64][CH:63]([C:66](O)=[O:67])[CH2:62][CH2:61]1.C(Cl)Cl.CO.[NH4+].[OH-]. The catalyst is ClCCl.CCOC(C)=O.CCCCCC. The product is [CH3:23][C:20]1([CH3:24])[C:12]2=[N:13][NH:14][C:10]([NH:9][C:7](=[O:8])[C:6]3[CH:5]=[CH:4][C:3]([F:2])=[CH:26][CH:25]=3)=[C:11]2[CH2:22][N:21]1[C:66]([CH:63]1[CH2:64][CH2:65][N:60]([CH3:59])[CH2:61][CH2:62]1)=[O:67]. The yield is 0.690. (7) The reactants are Cl[C:2]1[N:7]=[C:6]([NH:8][C:9]2[N:14]=[CH:13][C:12]3[N:15]=[CH:16][N:17]([CH:18]([CH3:20])[CH3:19])[C:11]=3[CH:10]=2)[CH:5]=[CH:4][N:3]=1.[NH:21]1[C:29]2[CH2:28][CH2:27][NH:26][CH2:25][C:24]=2[CH:23]=[N:22]1.C(N(CC)CC)C. The catalyst is C(O)(C)C.O. The product is [CH:18]([N:17]1[C:11]2[CH:10]=[C:9]([NH:8][C:6]3[CH:5]=[CH:4][N:3]=[C:2]([N:26]4[CH2:27][CH2:28][C:29]5[NH:21][N:22]=[CH:23][C:24]=5[CH2:25]4)[N:7]=3)[N:14]=[CH:13][C:12]=2[N:15]=[CH:16]1)([CH3:20])[CH3:19]. The yield is 0.410. (8) The product is [F:31][C:27]1[CH:26]=[C:25]([CH:30]=[CH:29][CH:28]=1)[CH2:24][N:20]1[CH2:19][CH2:18][CH:17]([CH2:16][O:15][C:5]2[C:4]([CH:1]3[CH2:3][CH2:2]3)=[CH:13][C:8]([C:9]([O:11][CH3:12])=[O:10])=[C:7]([F:14])[CH:6]=2)[CH2:22][CH2:21]1. The catalyst is CC#N.CCOC(C)=O.[Cl-].[Na+].O. The reactants are [CH:1]1([C:4]2[C:5]([O:15][CH2:16][CH:17]3[CH2:22][CH2:21][NH:20][CH2:19][CH2:18]3)=[CH:6][C:7]([F:14])=[C:8]([CH:13]=2)[C:9]([O:11][CH3:12])=[O:10])[CH2:3][CH2:2]1.Cl[CH2:24][C:25]1[CH:30]=[CH:29][CH:28]=[C:27]([F:31])[CH:26]=1.[I-].[Na+].C(=O)([O-])[O-].[K+].[K+]. The yield is 0.810. (9) The reactants are Cl[C:2]1[CH:7]=[CH:6][CH:5]=[CH:4][C:3]=1[N:8]1[C:12]2=[N:13][CH:14]=[N:15][C:16]([O:17][C@@H:18]([CH2:29][O:30][CH:31]3[CH2:34][CH2:33][CH2:32]3)[C:19]([NH:21][C:22]3[CH:27]=[N:26][C:25]([CH3:28])=[CH:24][N:23]=3)=[O:20])=[C:11]2[CH:10]=[N:9]1. The catalyst is [Pd].C(O)C. The product is [CH:31]1([O:30][CH2:29][C@H:18]([O:17][C:16]2[N:15]=[CH:14][N:13]=[C:12]3[N:8]([C:3]4[CH:4]=[CH:5][CH:6]=[CH:7][CH:2]=4)[N:9]=[CH:10][C:11]=23)[C:19]([NH:21][C:22]2[CH:27]=[N:26][C:25]([CH3:28])=[CH:24][N:23]=2)=[O:20])[CH2:34][CH2:33][CH2:32]1. The yield is 0.169. (10) The product is [N+:1]([C:4]1[C:5]2[NH:10][C:17]3[CH2:18][CH2:19][NH:14][CH2:15][C:16]=3[C:6]=2[CH:7]=[CH:8][CH:9]=1)([O-:3])=[O:2]. The yield is 0.550. The reactants are [N+:1]([C:4]1[CH:9]=[CH:8][CH:7]=[CH:6][C:5]=1[NH:10]N)([O-:3])=[O:2].Cl.O.[NH:14]1[CH2:19][CH2:18][C:17](=O)[CH2:16][CH2:15]1. The catalyst is FC(F)(F)CO.